This data is from Full USPTO retrosynthesis dataset with 1.9M reactions from patents (1976-2016). The task is: Predict the reactants needed to synthesize the given product. Given the product [CH:4]([C:3]1[CH:2]=[CH:25][C:24]2[C:23]3[C:18](=[CH:19][CH:20]=[CH:21][CH:22]=3)[C:17]([CH2:35][CH2:36][CH2:37][CH2:38][CH2:39][CH2:40][CH2:41][CH3:42])([CH2:27][CH2:28][CH2:29][CH2:30][CH2:31][CH2:32][CH2:33][CH3:34])[C:16]=2[CH:15]=1)=[CH2:5], predict the reactants needed to synthesize it. The reactants are: [Li][CH2:2][CH2:3][CH2:4][CH3:5].CCCCCC.C(C1C=[CH:25][C:24]2[C:23]3[C:18](=[CH:19][CH:20]=[CH:21][CH:22]=3)[C:17]([CH2:35][CH2:36][CH2:37][CH2:38][CH2:39][CH2:40][CH2:41][CH3:42])([CH2:27][CH2:28][CH2:29][CH2:30][CH2:31][CH2:32][CH2:33][CH3:34])[C:16]=2[CH:15]=1)=O.